Dataset: Reaction yield outcomes from USPTO patents with 853,638 reactions. Task: Predict the reaction yield, written as a fraction of the theoretical maximum amount of product (1.0 means a 100% yield; for example, 0.34 means a 34% yield). (1) The reactants are ClC(N(C)C)=C(C)C.[Br:9][C:10]1[CH:23]=[C:22]2[C:13]([O:14][C:15]3[C:16]([F:41])=[CH:17][C:18]([O:39][CH3:40])=[CH:19][C:20]=3[C:21]2([NH:27][C:28]([NH:30][C:31](=[O:38])[C:32]2[CH:37]=[CH:36][CH:35]=[CH:34][CH:33]=2)=[S:29])[CH2:24][CH2:25]O)=[CH:12][CH:11]=1. The catalyst is C(Cl)Cl. The product is [Br:9][C:10]1[CH:23]=[C:22]2[C:13]([O:14][C:15]3[C:16]([F:41])=[CH:17][C:18]([O:39][CH3:40])=[CH:19][C:20]=3[C:21]32[CH2:24][CH2:25][S:29][C:28]([NH:30][C:31](=[O:38])[C:32]2[CH:33]=[CH:34][CH:35]=[CH:36][CH:37]=2)=[N:27]3)=[CH:12][CH:11]=1. The yield is 1.00. (2) The reactants are [Si]([O:8][C:9]1[CH:14]=[C:13]([O:15][Si](C(C)(C)C)(C)C)[CH:12]=[CH:11][C:10]=1[CH:23]1[CH2:28][CH2:27][C:26](=[N:29][NH:30][S:31]([C:34]2[CH:39]=[CH:38][C:37]([CH3:40])=[CH:36][CH:35]=2)(=[O:33])=[O:32])[CH2:25][CH2:24]1)(C(C)(C)C)(C)C.O.[F-].C([N+](CCCC)(CCCC)CCCC)CCC.C(=O)([O-])O.[Na+]. The catalyst is C(O)(=O)C.O1CCCC1. The product is [OH:8][C:9]1[CH:14]=[C:13]([OH:15])[CH:12]=[CH:11][C:10]=1[CH:23]1[CH2:24][CH2:25][C:26](=[N:29][NH:30][S:31]([C:34]2[CH:35]=[CH:36][C:37]([CH3:40])=[CH:38][CH:39]=2)(=[O:33])=[O:32])[CH2:27][CH2:28]1. The yield is 1.00.